Dataset: Peptide-MHC class II binding affinity with 134,281 pairs from IEDB. Task: Regression. Given a peptide amino acid sequence and an MHC pseudo amino acid sequence, predict their binding affinity value. This is MHC class II binding data. (1) The peptide sequence is ELGEWVFSAIKSPQA. The MHC is DRB1_0701 with pseudo-sequence DRB1_0701. The binding affinity (normalized) is 0.614. (2) The peptide sequence is LEKGRLYQIKIQYQRENPTE. The MHC is DRB1_0701 with pseudo-sequence DRB1_0701. The binding affinity (normalized) is 0.450. (3) The peptide sequence is IMLLAYYIAAVNIES. The MHC is HLA-DPA10201-DPB10501 with pseudo-sequence HLA-DPA10201-DPB10501. The binding affinity (normalized) is 0.552. (4) The peptide sequence is YRKLKREITFHGAKE. The MHC is DRB1_0901 with pseudo-sequence QEFFIASGAAVDAIMKDFYHGYVFRRETVHVGFT. The binding affinity (normalized) is 0.439. (5) The peptide sequence is DVKFPGGGEIVGGVY. The MHC is HLA-DQA10501-DQB10301 with pseudo-sequence HLA-DQA10501-DQB10301. The binding affinity (normalized) is 0.629. (6) The peptide sequence is VIPEGWKADTAYESK. The MHC is HLA-DQA10401-DQB10402 with pseudo-sequence HLA-DQA10401-DQB10402. The binding affinity (normalized) is 0.351. (7) The peptide sequence is EKKYFAATQFEMLAA. The MHC is HLA-DPA10301-DPB10402 with pseudo-sequence HLA-DPA10301-DPB10402. The binding affinity (normalized) is 0.929. (8) The MHC is DRB1_1101 with pseudo-sequence DRB1_1101. The binding affinity (normalized) is 0.872. The peptide sequence is YGIFQSTFLGASQRG. (9) The peptide sequence is TIPLVALTLTSYLGLK. The MHC is DRB1_0404 with pseudo-sequence DRB1_0404. The binding affinity (normalized) is 0.637.